This data is from Reaction yield outcomes from USPTO patents with 853,638 reactions. The task is: Predict the reaction yield, written as a fraction of the theoretical maximum amount of product (1.0 means a 100% yield; for example, 0.34 means a 34% yield). The reactants are [Cl:1][C:2]1[CH:10]=[C:9]2[C:5]([C:6]([C:11]([O:13][CH3:14])=[O:12])=[CH:7][NH:8]2)=[CH:4][C:3]=1B1OCC(C)(C)CO1.Br[C:24]1[CH:29]=[CH:28][C:27]([CH:30]2[CH2:33][CH2:32][N:31]2[S:34]([CH3:37])(=[O:36])=[O:35])=[CH:26][CH:25]=1.C(=O)([O-])[O-].[K+].[K+].C(OCC)(=O)C. The catalyst is C1(C)C=CC=CC=1.C(O)C.C1C=CC(P(C2C=CC=CC=2)[C-]2C=CC=C2)=CC=1.C1C=CC(P(C2C=CC=CC=2)[C-]2C=CC=C2)=CC=1.Cl[Pd]Cl.[Fe+2]. The product is [Cl:1][C:2]1[CH:10]=[C:9]2[C:5]([C:6]([C:11]([O:13][CH3:14])=[O:12])=[CH:7][NH:8]2)=[CH:4][C:3]=1[C:24]1[CH:25]=[CH:26][C:27]([CH:30]2[CH2:33][CH2:32][N:31]2[S:34]([CH3:37])(=[O:35])=[O:36])=[CH:28][CH:29]=1. The yield is 0.620.